From a dataset of Full USPTO retrosynthesis dataset with 1.9M reactions from patents (1976-2016). Predict the reactants needed to synthesize the given product. Given the product [CH3:1][O:2][C:3]1[C:4]([CH2:16][O:17][C:18]2[CH:23]=[CH:22][C:21]([C:24]3[CH:28]=[CH:27][N:26]([CH3:29])[N:25]=3)=[CH:20][C:19]=2[CH2:31][CH3:32])=[C:5]([N:9]2[C:13](=[O:14])[N:12]([CH3:15])[N:11]=[N:10]2)[CH:6]=[CH:7][CH:8]=1, predict the reactants needed to synthesize it. The reactants are: [CH3:1][O:2][C:3]1[C:4]([CH2:16][O:17][C:18]2[CH:23]=[CH:22][C:21]([C:24]3[CH:28]=[CH:27][N:26]([CH3:29])[N:25]=3)=[CH:20][C:19]=2Br)=[C:5]([N:9]2[C:13](=[O:14])[N:12]([CH3:15])[N:11]=[N:10]2)[CH:6]=[CH:7][CH:8]=1.[CH2:31](B(O)O)[CH3:32].P([O-])([O-])([O-])=O.[K+].[K+].[K+].O1CCOCC1.